This data is from Reaction yield outcomes from USPTO patents with 853,638 reactions. The task is: Predict the reaction yield, written as a fraction of the theoretical maximum amount of product (1.0 means a 100% yield; for example, 0.34 means a 34% yield). (1) The reactants are [CH:1]([O:4][C:5]1[C:10]([O:11][CH3:12])=[CH:9][C:8](I)=[CH:7][C:6]=1[OH:14])([CH3:3])[CH3:2].[Si:15]([C:22]#[C:23][CH2:24][O:25][Si:26]([C:29]([CH3:32])([CH3:31])[CH3:30])([CH3:28])[CH3:27])([C:18]([CH3:21])([CH3:20])[CH3:19])([CH3:17])[CH3:16].[Cl-].[Li+].C(=O)([O-])[O-].[Na+].[Na+]. The catalyst is CN(C)C=O.C([O-])(=O)C.[Pd+2].C([O-])(=O)C. The product is [Si:15]([CH:22]1[C:23](=[CH:24][O:25][Si:26]([C:29]([CH3:32])([CH3:31])[CH3:30])([CH3:27])[CH3:28])[C:7]2[CH:8]=[CH:9][C:10]([O:11][CH3:12])=[C:5]([O:4][CH:1]([CH3:2])[CH3:3])[C:6]=2[O:14]1)([C:18]([CH3:21])([CH3:20])[CH3:19])([CH3:17])[CH3:16]. The yield is 0.960. (2) The reactants are [CH3:1][C:2]([O:9][C:10]1[CH:15]=[CH:14][C:13]([O:16][CH2:17][CH2:18][C:19]2[N:20]=[C:21]([C:24]3[CH:29]=[CH:28][CH:27]=[CH:26][CH:25]=3)[O:22][CH:23]=2)=[CH:12][CH:11]=1)([CH3:8])[C:3]([O:5]CC)=[O:4].[OH-].[Na+:31]. The catalyst is CO. The product is [CH3:8][C:2]([O:9][C:10]1[CH:11]=[CH:12][C:13]([O:16][CH2:17][CH2:18][C:19]2[N:20]=[C:21]([C:24]3[CH:29]=[CH:28][CH:27]=[CH:26][CH:25]=3)[O:22][CH:23]=2)=[CH:14][CH:15]=1)([CH3:1])[C:3]([O-:5])=[O:4].[Na+:31]. The yield is 0.970. (3) The yield is 0.860. The product is [CH3:51][O:50][C:48]([C:45]1([C:40]2[CH:41]=[CH:42][CH:43]=[CH:44][C:39]=2[C:37]#[C:38][C:2]2[C:7]([C:8]([F:11])([F:10])[F:9])=[CH:6][N:5]=[C:4]([NH:12][C:13]3[CH:18]=[CH:17][C:16]([CH:19]4[CH2:24][CH2:23][N:22]([C:25]([O:27][C:28]([CH3:31])([CH3:30])[CH3:29])=[O:26])[CH2:21][CH2:20]4)=[CH:15][CH:14]=3)[N:3]=2)[CH2:47][CH2:46]1)=[O:49]. The reactants are Cl[C:2]1[C:7]([C:8]([F:11])([F:10])[F:9])=[CH:6][N:5]=[C:4]([NH:12][C:13]2[CH:18]=[CH:17][C:16]([CH:19]3[CH2:24][CH2:23][N:22]([C:25]([O:27][C:28]([CH3:31])([CH3:30])[CH3:29])=[O:26])[CH2:21][CH2:20]3)=[CH:15][CH:14]=2)[N:3]=1.F[B-](F)(F)F.[C:37]([C:39]1[CH:44]=[CH:43][CH:42]=[CH:41][C:40]=1[C:45]1([C:48]([O:50][CH3:51])=[O:49])[CH2:47][CH2:46]1)#[CH:38].CCN(CC)CC. The catalyst is CN(C=O)C.Cl[Pd](Cl)([P](C1C=CC=CC=1)(C1C=CC=CC=1)C1C=CC=CC=1)[P](C1C=CC=CC=1)(C1C=CC=CC=1)C1C=CC=CC=1.[Cu]I. (4) The reactants are [N+:1]([C:4]1[CH:12]=[C:8]([C:9]([OH:11])=O)[C:7]([OH:13])=[CH:6][CH:5]=1)([O-:3])=[O:2].[F:14][C:15]([F:28])([F:27])[C:16]1[CH:17]=[C:18]([CH:20]=[C:21]([C:23]([F:26])([F:25])[F:24])[CH:22]=1)[NH2:19]. No catalyst specified. The product is [F:14][C:15]([F:27])([F:28])[C:16]1[CH:17]=[C:18]([NH:19][C:9](=[O:11])[C:8]2[CH:12]=[C:4]([N+:1]([O-:3])=[O:2])[CH:5]=[CH:6][C:7]=2[OH:13])[CH:20]=[C:21]([C:23]([F:24])([F:26])[F:25])[CH:22]=1. The yield is 0.572. (5) The reactants are [C:1]([C:3]1[CH:4]=[C:5]([CH:26]=[CH:27][CH:28]=1)[C:6]([NH:8][CH2:9][C:10]([C:13]1[CH:14]=[C:15]([O:24][CH3:25])[C:16]2[O:20][C:19]([CH3:22])([CH3:21])[CH2:18][C:17]=2[CH:23]=1)([CH3:12])[CH3:11])=O)#[N:2].P(Cl)(Cl)(Cl)=O.C(=O)([O-])[O-].[K+].[K+]. No catalyst specified. The product is [CH3:25][O:24][C:15]1[CH:14]=[C:13]2[C:23](=[C:17]3[CH2:18][C:19]([CH3:22])([CH3:21])[O:20][C:16]=13)[C:6]([C:5]1[CH:4]=[C:3]([CH:28]=[CH:27][CH:26]=1)[C:1]#[N:2])=[N:8][CH2:9][C:10]2([CH3:11])[CH3:12]. The yield is 0.710. (6) The reactants are [F:1][C:2]1[CH:3]=[CH:4][C:5]([O:12][C:13]2[CH:18]=[CH:17][CH:16]=[CH:15][CH:14]=2)=[C:6]([NH:8][C:9](=[O:11])[CH3:10])[CH:7]=1.Br[CH2:20][C:21]1[CH:40]=[C:39]([O:41][CH3:42])[CH:38]=[CH:37][C:22]=1[O:23][CH2:24][CH2:25][O:26][Si:27]([CH:34]([CH3:36])[CH3:35])([CH:31]([CH3:33])[CH3:32])[CH:28]([CH3:30])[CH3:29]. No catalyst specified. The product is [F:1][C:2]1[CH:3]=[CH:4][C:5]([O:12][C:13]2[CH:18]=[CH:17][CH:16]=[CH:15][CH:14]=2)=[C:6]([N:8]([CH2:20][C:21]2[CH:40]=[C:39]([O:41][CH3:42])[CH:38]=[CH:37][C:22]=2[O:23][CH2:24][CH2:25][O:26][Si:27]([CH:34]([CH3:36])[CH3:35])([CH:28]([CH3:30])[CH3:29])[CH:31]([CH3:33])[CH3:32])[C:9](=[O:11])[CH3:10])[CH:7]=1. The yield is 0.560.